From a dataset of NCI-60 drug combinations with 297,098 pairs across 59 cell lines. Regression. Given two drug SMILES strings and cell line genomic features, predict the synergy score measuring deviation from expected non-interaction effect. (1) Drug 1: C1CC(C1)(C(=O)O)C(=O)O.[NH2-].[NH2-].[Pt+2]. Drug 2: CC1=C(N=C(N=C1N)C(CC(=O)N)NCC(C(=O)N)N)C(=O)NC(C(C2=CN=CN2)OC3C(C(C(C(O3)CO)O)O)OC4C(C(C(C(O4)CO)O)OC(=O)N)O)C(=O)NC(C)C(C(C)C(=O)NC(C(C)O)C(=O)NCCC5=NC(=CS5)C6=NC(=CS6)C(=O)NCCC[S+](C)C)O. Cell line: SK-MEL-28. Synergy scores: CSS=10.0, Synergy_ZIP=-1.81, Synergy_Bliss=0.261, Synergy_Loewe=-4.23, Synergy_HSA=-3.65. (2) Drug 1: C1CCC(CC1)NC(=O)N(CCCl)N=O. Drug 2: CS(=O)(=O)OCCCCOS(=O)(=O)C. Cell line: NCIH23. Synergy scores: CSS=26.1, Synergy_ZIP=-7.02, Synergy_Bliss=4.56, Synergy_Loewe=-2.65, Synergy_HSA=5.27. (3) Drug 1: CC1C(C(CC(O1)OC2CC(CC3=C2C(=C4C(=C3O)C(=O)C5=C(C4=O)C(=CC=C5)OC)O)(C(=O)C)O)N)O.Cl. Drug 2: C1C(C(OC1N2C=NC(=NC2=O)N)CO)O. Cell line: M14. Synergy scores: CSS=21.1, Synergy_ZIP=6.73, Synergy_Bliss=11.1, Synergy_Loewe=4.83, Synergy_HSA=8.75. (4) Drug 1: CS(=O)(=O)C1=CC(=C(C=C1)C(=O)NC2=CC(=C(C=C2)Cl)C3=CC=CC=N3)Cl. Drug 2: CCCCCOC(=O)NC1=NC(=O)N(C=C1F)C2C(C(C(O2)C)O)O. Cell line: SK-MEL-28. Synergy scores: CSS=-5.85, Synergy_ZIP=2.81, Synergy_Bliss=1.53, Synergy_Loewe=-5.67, Synergy_HSA=-5.33.